This data is from Forward reaction prediction with 1.9M reactions from USPTO patents (1976-2016). The task is: Predict the product of the given reaction. Given the reactants NCC1C=CC=CC=1N.[NH:10]1[C:19]2[C:14](=[CH:15][CH:16]=[CH:17][CH:18]=2)[CH2:13][N:12]=[CH:11]1.[N+:20]([C:23]1[CH:24]=[C:25]2[C:30](=[CH:31][CH:32]=1)[NH:29][CH:28]=[N:27][CH2:26]2)([O-:22])=[O:21].[S:33]1[CH:37]=[C:36]([N:38]2[CH2:43][CH2:42][CH:41]([C:44](O)=[O:45])[CH2:40][CH2:39]2)[C:35]2[CH:47]=[CH:48][CH:49]=[CH:50][C:34]1=2.BrC1C2C=CC=CC=2SC=1.[NH:61]1[C:70]2[C:65](=[CH:66][C:67]([NH2:71])=[CH:68][CH:69]=2)[CH2:64][N:63]=[CH:62]1, predict the reaction product. The product is: [NH:10]1[C:19]2[C:14](=[CH:15][CH:16]=[CH:17][CH:18]=2)[CH2:13][N:12]=[CH:11]1.[N+:20]([C:23]1[CH:24]=[C:25]2[C:30](=[CH:31][CH:32]=1)[NH:29][CH:28]=[N:27][CH2:26]2)([O-:22])=[O:21].[NH:61]1[C:70]2[C:65](=[CH:66][C:67]([NH2:71])=[CH:68][CH:69]=2)[CH2:64][N:63]=[CH:62]1.[NH:29]1[C:30]2[C:25](=[CH:24][C:23]([NH:20][C:44]([CH:41]3[CH2:42][CH2:43][N:38]([C:36]4[C:35]5[CH:47]=[CH:48][CH:49]=[CH:50][C:34]=5[S:33][CH:37]=4)[CH2:39][CH2:40]3)=[O:45])=[CH:32][CH:31]=2)[CH2:26][N:27]=[CH:28]1.